This data is from Catalyst prediction with 721,799 reactions and 888 catalyst types from USPTO. The task is: Predict which catalyst facilitates the given reaction. The catalyst class is: 11. Reactant: [Si:1]([O:18][CH2:19][C:20]([NH:22][NH:23][C:24]([C@@H:26]1[CH2:30][CH2:29][CH2:28][N:27]1[C:31]([O:33][C:34]([CH3:37])([CH3:36])[CH3:35])=[O:32])=O)=[O:21])([C:14]([CH3:17])([CH3:16])[CH3:15])([C:8]1[CH:13]=[CH:12][CH:11]=[CH:10][CH:9]=1)[C:2]1[CH:7]=[CH:6][CH:5]=[CH:4][CH:3]=1.CC[N+](S(N=C(OC)[O-])(=O)=O)(CC)CC. Product: [Si:1]([O:18][CH2:19][C:20]1[O:21][C:24]([C@@H:26]2[CH2:30][CH2:29][CH2:28][N:27]2[C:31]([O:33][C:34]([CH3:37])([CH3:36])[CH3:35])=[O:32])=[N:23][N:22]=1)([C:14]([CH3:17])([CH3:15])[CH3:16])([C:2]1[CH:7]=[CH:6][CH:5]=[CH:4][CH:3]=1)[C:8]1[CH:9]=[CH:10][CH:11]=[CH:12][CH:13]=1.